Dataset: Forward reaction prediction with 1.9M reactions from USPTO patents (1976-2016). Task: Predict the product of the given reaction. (1) Given the reactants C(OC([N:8]1[CH2:16][C:15]2[C:10](=[CH:11][C:12]([O:18][CH:19]3[CH2:24][CH2:23][O:22][CH2:21][CH2:20]3)=[C:13]([F:17])[CH:14]=2)[CH2:9]1)=O)(C)(C)C.[F:25][C:26]([F:31])([F:30])[C:27]([OH:29])=[O:28], predict the reaction product. The product is: [F:25][C:26]([F:31])([F:30])[C:27]([OH:29])=[O:28].[F:17][C:13]1[CH:14]=[C:15]2[C:10](=[CH:11][C:12]=1[O:18][CH:19]1[CH2:20][CH2:21][O:22][CH2:23][CH2:24]1)[CH2:9][NH:8][CH2:16]2. (2) Given the reactants C(Cl)(=O)C(Cl)=O.CS(C)=O.[CH3:11][C:12]1[CH:25]=[CH:24][C:15]([CH2:16][N:17]2[CH2:22][CH2:21][CH:20]([OH:23])[CH2:19][CH2:18]2)=[CH:14][CH:13]=1.C(N(CC)CC)C.[Cl-].[NH4+], predict the reaction product. The product is: [CH3:11][C:12]1[CH:13]=[CH:14][C:15]([CH2:16][N:17]2[CH2:18][CH2:19][C:20](=[O:23])[CH2:21][CH2:22]2)=[CH:24][CH:25]=1. (3) Given the reactants [CH2:1]=[C:2]([C:4]1[C:5]([N:33]2[CH2:38][CH2:37][CH2:36][C@H:35]([NH:39][C:40](=[O:46])[O:41][C:42]([CH3:45])([CH3:44])[CH3:43])[CH2:34]2)=[N:6][C:7]([C:10]2[C:18]3[C:13](=[CH:14][N:15]=[C:16]([C:19]4[CH:20]=[N:21][CH:22]=[CH:23][CH:24]=4)[CH:17]=3)[N:12]([CH2:25][O:26][CH2:27][CH2:28][Si:29]([CH3:32])([CH3:31])[CH3:30])[N:11]=2)=[CH:8][CH:9]=1)[CH3:3].[H][H], predict the reaction product. The product is: [CH:2]([C:4]1[C:5]([N:33]2[CH2:38][CH2:37][CH2:36][C@H:35]([NH:39][C:40](=[O:46])[O:41][C:42]([CH3:43])([CH3:45])[CH3:44])[CH2:34]2)=[N:6][C:7]([C:10]2[C:18]3[C:13](=[CH:14][N:15]=[C:16]([C:19]4[CH:20]=[N:21][CH:22]=[CH:23][CH:24]=4)[CH:17]=3)[N:12]([CH2:25][O:26][CH2:27][CH2:28][Si:29]([CH3:32])([CH3:30])[CH3:31])[N:11]=2)=[CH:8][CH:9]=1)([CH3:3])[CH3:1]. (4) Given the reactants [CH3:1][O:2][C:3](=[O:15])[CH2:4][C@H:5]1[C:9]2[CH:10]=[CH:11][C:12]([OH:14])=[CH:13][C:8]=2[O:7][CH2:6]1.[F:16][C:17]1[C:18]([CH3:40])=[C:19]([C:32]2[CH:37]=[CH:36][CH:35]=[C:34]([CH2:38]O)[CH:33]=2)[C:20]([CH3:31])=[CH:21][C:22]=1[O:23][CH2:24][CH2:25][CH2:26][S:27]([CH3:30])(=[O:29])=[O:28].C(P(CCCC)CCCC)CCC.N(C(N1CCCCC1)=O)=NC(N1CCCCC1)=O, predict the reaction product. The product is: [F:16][C:17]1[C:18]([CH3:40])=[C:19]([C:32]2[CH:37]=[CH:36][CH:35]=[C:34]([CH2:38][O:14][C:12]3[CH:11]=[CH:10][C:9]4[C@H:5]([CH2:4][C:3]([O:2][CH3:1])=[O:15])[CH2:6][O:7][C:8]=4[CH:13]=3)[CH:33]=2)[C:20]([CH3:31])=[CH:21][C:22]=1[O:23][CH2:24][CH2:25][CH2:26][S:27]([CH3:30])(=[O:29])=[O:28]. (5) Given the reactants CS(O)(=O)=O.O=P12OP3(OP(OP(O3)(O1)=O)(=O)O2)=O.O=P12OP3(OP(OP(O3)(O1)=O)(=O)O2)=O.[F:34][C:35]1[CH:36]=[C:37]([CH2:42][CH2:43][CH2:44][C:45]([OH:47])=O)[CH:38]=[C:39]([F:41])[CH:40]=1, predict the reaction product. The product is: [F:41][C:39]1[CH:38]=[C:37]2[C:36](=[C:35]([F:34])[CH:40]=1)[C:45](=[O:47])[CH2:44][CH2:43][CH2:42]2. (6) Given the reactants [CH3:1][O:2][CH2:3][C@@H:4]1[CH2:8][N:7]([C:9](=[O:22])[C@H:10]([NH:17][C:18](=[O:21])[O:19][CH3:20])[C:11]2[CH:16]=CC=C[CH:12]=2)[C@H:6]([C:23]2[NH:27][C:26]3[C:28]4[C:33]([CH:34]=[CH:35][C:25]=3[N:24]=2)=[CH:32][C:31]([C:36]2[CH:37]=[C:38]3[C:63](=[CH:64][CH:65]=2)[C:42]2[NH:43][C:44]([C@@H:46]5[CH2:51][C@@H:50]6[C@@H:48]([CH2:49]6)[N:47]5[C:52](=[O:62])[C@@H:53]([NH:57][C:58]([O:60][CH3:61])=[O:59])[CH:54]([CH3:56])[CH3:55])=[N:45][C:41]=2[CH:40]=[CH:39]3)=[CH:30][CH:29]=4)[CH2:5]1.CO[CH2:68][C@@H:69]1CN(C(=O)[C@@H](NC(=O)OC)C(C)C)[C@H](C2NC3C4C(C=CC=3N=2)=CC(B2OC(C)(C)C(C)(C)O2)=CC=4)[CH2:70]1.CC1(C)C(C)(C)OB(C2C=C3C(=CC=2)C2NC([C@@H]4C[C@@H]5[C@@H](C5)N4C(OC(C)(C)C)=O)=NC=2C=C3)O1, predict the reaction product. The product is: [CH3:61][O:60][C:58]([NH:57][C@H:53]([C:54]1[CH:55]=[CH:70][CH:69]=[CH:68][CH:56]=1)[C:52]([N:47]1[C@H:46]([C:44]2[NH:43][C:42]3[C:63]4[C:38](=[CH:37][C:36]([C:31]5[CH:32]=[C:33]6[C:28](=[CH:29][CH:30]=5)[C:26]5[NH:27][C:23]([C@@H:6]7[CH2:5][C@H:4]([CH2:3][O:2][CH3:1])[CH2:8][N:7]7[C:9](=[O:22])[C@@H:10]([NH:17][C:18](=[O:21])[O:19][CH3:20])[CH:11]([CH3:16])[CH3:12])=[N:24][C:25]=5[CH:35]=[CH:34]6)=[CH:65][CH:64]=4)[CH:39]=[CH:40][C:41]=3[N:45]=2)[CH2:51][C@@H:50]2[C@H:48]1[CH2:49]2)=[O:62])=[O:59]. (7) Given the reactants Br[C:2]1[C:3]([F:10])=[C:4]([CH:7]=[CH:8][CH:9]=1)[C:5]#[N:6].[C:11]1(B(O)O)[CH:16]=[CH:15][CH:14]=[CH:13][CH:12]=1.[F-].[Cs+].C([O-])(O)=O.[Na+], predict the reaction product. The product is: [F:10][C:3]1[C:4]([C:5]#[N:6])=[CH:7][CH:8]=[CH:9][C:2]=1[C:11]1[CH:16]=[CH:15][CH:14]=[CH:13][CH:12]=1.